This data is from Full USPTO retrosynthesis dataset with 1.9M reactions from patents (1976-2016). The task is: Predict the reactants needed to synthesize the given product. (1) Given the product [OH:6][CH2:7][C:8]1[CH:9]=[C:10]([C:14]2[N:22]3[C:17]([CH:18]=[N:19][C:20]([NH:23][C:24]4[CH:29]=[CH:28][C:27]([CH:30]5[CH2:31][CH2:32][N:33]([CH2:36][C:37]([NH2:39])=[O:38])[CH2:34][CH2:35]5)=[CH:26][CH:25]=4)=[N:21]3)=[CH:16][CH:15]=2)[CH:11]=[CH:12][CH:13]=1, predict the reactants needed to synthesize it. The reactants are: C([SiH2][O:6][C:7](C)(C)[C:8]1[CH:9]=[C:10]([C:14]2[N:22]3[C:17]([CH:18]=[N:19][C:20]([NH:23][C:24]4[CH:29]=[CH:28][C:27]([CH:30]5[CH2:35][CH2:34][N:33]([CH2:36][C:37]([NH2:39])=[O:38])[CH2:32][CH2:31]5)=[CH:26][CH:25]=4)=[N:21]3)=[CH:16][CH:15]=2)[CH:11]=[CH:12][CH:13]=1)(C)(C)C.O1CCCC1.[F-].C([N+](CCCC)(CCCC)CCCC)CCC. (2) Given the product [S:40]1[C:41]2[CH:47]=[CH:46][CH:45]=[CH:44][C:42]=2[N:43]=[C:39]1[C:38]1[C:37](=[O:48])[O:36][C:35]2[C:20]([CH:19]=1)=[CH:21][CH:22]=[C:17]([N:14]1[CH2:13][CH2:12][N:11]([CH2:10][CH2:9][CH2:8][OH:7])[CH2:16][CH2:15]1)[CH:18]=2, predict the reactants needed to synthesize it. The reactants are: O1CCCCC1[O:7][CH2:8][CH2:9][CH2:10][N:11]1[CH2:16][CH2:15][N:14]([C:17]2[CH:18]=[C:19](O)[CH:20]=[CH:21][CH:22]=2)[CH2:13][CH2:12]1.O=P(Cl)(Cl)Cl.N1CCCCC1.[CH3:35][O:36][C:37](=[O:48])[CH2:38][C:39]1[S:40][C:41]2[CH:47]=[CH:46][CH:45]=[CH:44][C:42]=2[N:43]=1. (3) Given the product [CH:1]1([CH2:4][N:5]2[C:9]3[CH:10]=[CH:11][C:12]([S:14]([CH2:17][C:34]([CH3:36])([OH:35])[CH3:33])(=[O:15])=[O:16])=[CH:13][C:8]=3[N:7]=[C:6]2[CH2:18][C:19]([CH3:22])([CH3:21])[CH3:20])[CH2:2][CH2:3]1, predict the reactants needed to synthesize it. The reactants are: [CH:1]1([CH2:4][N:5]2[C:9]3[CH:10]=[CH:11][C:12]([S:14]([CH3:17])(=[O:16])=[O:15])=[CH:13][C:8]=3[N:7]=[C:6]2[CH2:18][C:19]([CH3:22])([CH3:21])[CH3:20])[CH2:3][CH2:2]1.C[Si]([N-][Si](C)(C)C)(C)C.[Li+].[CH3:33][C:34]([CH3:36])=[O:35]. (4) Given the product [CH3:1][C:2]1[CH:7]=[CH:6][C:5]([S:8]([O:11][CH2:12][C@H:13]2[CH2:17][CH2:16][CH2:15][N:14]2[C:18]([O:20][C:21]([CH3:24])([CH3:23])[CH3:22])=[O:19])(=[O:10])=[O:9])=[CH:4][CH:3]=1, predict the reactants needed to synthesize it. The reactants are: [CH3:1][C:2]1[CH:7]=[CH:6][C:5]([S:8]([O:11][CH2:12][C@@H:13]2[CH2:17][CH2:16][CH2:15][N:14]2[C:18]([O:20][C:21]([CH3:24])([CH3:23])[CH3:22])=[O:19])(=[O:10])=[O:9])=[CH:4][CH:3]=1.OC[C@H]1CCCN1C(OC(C)(C)C)=O. (5) Given the product [Br:14][C:15]1[CH:20]=[CH:19][C:18]([C:2]2[CH:7]=[CH:6][C:5]([CH2:8][C:9]([O:11][CH2:12][CH3:13])=[O:10])=[CH:4][CH:3]=2)=[CH:17][CH:16]=1, predict the reactants needed to synthesize it. The reactants are: I[C:2]1[CH:7]=[CH:6][C:5]([CH2:8][C:9]([O:11][CH2:12][CH3:13])=[O:10])=[CH:4][CH:3]=1.[Br:14][C:15]1[CH:20]=[CH:19][C:18](B(O)O)=[CH:17][CH:16]=1. (6) Given the product [Br:13][CH:8]1[CH2:7][CH2:6][CH2:5][CH2:4][CH:3]([C:9]([O:11][CH3:12])=[O:10])[C:2]1=[O:1], predict the reactants needed to synthesize it. The reactants are: [O:1]=[C:2]1[CH2:8][CH2:7][CH2:6][CH2:5][CH2:4][CH:3]1[C:9]([O:11][CH3:12])=[O:10].[Br:13]Br. (7) Given the product [CH3:1][C:2]1[NH:3][C:4]2[C:9]([C:10]=1[CH3:11])=[CH:8][C:7]([O:12][C:13]1[C:22]3[C:17](=[CH:18][C:19]([O:25][CH2:32][CH2:31][N:26]4[CH:30]=[N:29][CH:28]=[N:27]4)=[C:20]([O:23][CH3:24])[CH:21]=3)[N:16]=[CH:15][N:14]=1)=[CH:6][CH:5]=2, predict the reactants needed to synthesize it. The reactants are: [CH3:1][C:2]1[NH:3][C:4]2[C:9]([C:10]=1[CH3:11])=[CH:8][C:7]([O:12][C:13]1[C:22]3[C:17](=[CH:18][C:19]([OH:25])=[C:20]([O:23][CH3:24])[CH:21]=3)[N:16]=[CH:15][N:14]=1)=[CH:6][CH:5]=2.[N:26]1([CH2:31][CH2:32]O)[CH:30]=[N:29][CH:28]=[N:27]1. (8) Given the product [C:1]([O:4][C:5]1[CH:6]=[C:7]([CH:8]=[CH:9][CH:10]=1)[O:11][CH2:18][C:19]([O:21][CH2:22][CH3:23])=[O:20])(=[O:3])[CH3:2], predict the reactants needed to synthesize it. The reactants are: [C:1]([O:4][C:5]1[CH:6]=[C:7]([OH:11])[CH:8]=[CH:9][CH:10]=1)(=[O:3])[CH3:2].C(=O)([O-])[O-].[Ca+2].Br[CH2:18][C:19]([O:21][CH2:22][CH3:23])=[O:20].